From a dataset of Reaction yield outcomes from USPTO patents with 853,638 reactions. Predict the reaction yield, written as a fraction of the theoretical maximum amount of product (1.0 means a 100% yield; for example, 0.34 means a 34% yield). (1) The product is [F:1][C:2]1[CH:3]=[CH:4][CH:5]=[C:6]2[C:10]=1[N:9]([CH3:14])[CH:8]=[C:7]2[CH:11]=[O:12]. No catalyst specified. The yield is 0.430. The reactants are [F:1][C:2]1[CH:3]=[CH:4][CH:5]=[C:6]2[C:10]=1[NH:9][CH:8]=[C:7]2[CH:11]=[O:12].N1C2C(=CC=CC=2)C=[C:14]1C(OCC)=O. (2) The reactants are [F:1][C:2]1[CH:7]=[CH:6][C:5]([I:8])=[CH:4][C:3]=1[NH:9][N:10]=[C:11]([C:16](=[O:20])[CH2:17][O:18][CH3:19])[C:12]([O:14][CH3:15])=[O:13].[CH3:21]OC(OC)N(C)C. No catalyst specified. The product is [F:1][C:2]1[CH:7]=[CH:6][C:5]([I:8])=[CH:4][C:3]=1[N:9]1[CH:21]=[C:17]([O:18][CH3:19])[C:16](=[O:20])[C:11]([C:12]([O:14][CH3:15])=[O:13])=[N:10]1. The yield is 0.780. (3) The reactants are C[CH:2]([CH3:15])[CH2:3][NH:4][C:5]1[CH:14]=[CH:13][C:8]2[N:9]=[C:10]([SH:12])[S:11][C:7]=2[CH:6]=1.[CH:16](N(CC)C(C)C)(C)C.Cl[C:26]([O:28][C:29]1[CH:34]=[CH:33][C:32]([Cl:35])=[CH:31][CH:30]=1)=[O:27]. The catalyst is CC(C)=O. The product is [SH:12][C:10]1[S:11][C:7]2[CH:6]=[C:5]([N:4]([CH:3]([CH3:16])[CH2:2][CH3:15])[C:26](=[O:27])[O:28][C:29]3[CH:34]=[CH:33][C:32]([Cl:35])=[CH:31][CH:30]=3)[CH:14]=[CH:13][C:8]=2[N:9]=1. The yield is 0.480. (4) The catalyst is C(#N)CC. The reactants are O[CH2:2][C:3]1[CH:12]=[N:11][C:10]2[N:9]3[CH2:13][CH2:14][CH2:15][CH2:16][CH:8]3[C:7](=[O:17])[NH:6][C:5]=2[CH:4]=1.[I-].C(C[P+](C)(C)C)#N.C(N(C(C)C)C(C)C)C.Cl.[Cl:36][C:37]1[CH:42]=[CH:41][C:40]([CH:43]2[CH2:48][CH2:47][NH:46][CH2:45][CH2:44]2)=[CH:39][CH:38]=1. The yield is 0.320. The product is [Cl:36][C:37]1[CH:42]=[CH:41][C:40]([CH:43]2[CH2:44][CH2:45][N:46]([CH2:2][C:3]3[CH:12]=[N:11][C:10]4[N:9]5[CH2:13][CH2:14][CH2:15][CH2:16][CH:8]5[C:7](=[O:17])[NH:6][C:5]=4[CH:4]=3)[CH2:47][CH2:48]2)=[CH:39][CH:38]=1.